From a dataset of Reaction yield outcomes from USPTO patents with 853,638 reactions. Predict the reaction yield, written as a fraction of the theoretical maximum amount of product (1.0 means a 100% yield; for example, 0.34 means a 34% yield). The reactants are [Br:1][C:2]1[CH:3]=[C:4]2[C:14](=[CH:15][CH:16]=1)[O:13][C:7]1[CH:8]=[N:9][C:10]([Cl:12])=[CH:11][C:6]=1[C:5]2([CH2:18][C:19]([O:21][CH2:22][CH3:23])=[O:20])O.[N:24]([Si](C)(C)C)=[N+:25]=[N-:26].C([O+]([B-](F)(F)F)CC)C. The catalyst is C1(C)C=CC=CC=1. The product is [N:24]([C:5]1([CH2:18][C:19]([O:21][CH2:22][CH3:23])=[O:20])[C:6]2[CH:11]=[C:10]([Cl:12])[N:9]=[CH:8][C:7]=2[O:13][C:14]2[C:4]1=[CH:3][C:2]([Br:1])=[CH:16][CH:15]=2)=[N+:25]=[N-:26]. The yield is 0.990.